From a dataset of Full USPTO retrosynthesis dataset with 1.9M reactions from patents (1976-2016). Predict the reactants needed to synthesize the given product. (1) The reactants are: CC(C1SC=C(CN(C(N[C@H](C(N[C@@H](CC2C=CC=CC=2)CC[C@@H]([NH:38][C:39]([O:41][CH2:42][C:43]2[S:47][CH:46]=[N:45][CH:44]=2)=[O:40])CC2C=CC=CC=2)=O)CCN2CCOCC2)=O)C)N=1)C.C(C1SC=C(CN(C)C(=O)NC(CCN2CCOCC2)C(O)=O)N=1)(C)C.C(N(CC)C(C)C)(C)C.O.ON1C2C=CC=CC=2N=N1.S1C(COC(=O)NC(CC2C=CC=CC=2)CCC(N)CC2C=CC=CC=2)=CN=C1.CN(C)CCCN=C=NCC. Given the product [S:47]1[C:43]([CH2:42][O:41][C:39](=[O:40])[NH2:38])=[CH:44][N:45]=[CH:46]1, predict the reactants needed to synthesize it. (2) Given the product [OH:38][C:37]1[CH:39]=[CH:40][CH:41]=[CH:42][C:36]=1[C:35]([N:26]1[CH2:27][CH2:28][N:23]([CH2:22][C:21]2[N:17]([CH2:16][C:15]3[CH:30]=[CH:31][C:32]([C:33]#[N:34])=[C:13]([O:12][C:54]4[CH:53]=[CH:52][CH:51]=[C:50]([CH3:55])[N:49]=4)[CH:14]=3)[C:18]([CH3:29])=[N:19][CH:20]=2)[CH2:24][CH2:25]1)=[O:44], predict the reactants needed to synthesize it. The reactants are: Cl.OCCOC1C=C([O:12][C:13]2[CH:14]=[C:15]([CH:30]=[CH:31][C:32]=2[C:33]#[N:34])[CH2:16][N:17]2[C:21]([CH2:22][N:23]3[CH2:28][CH2:27][NH:26][CH2:25][CH2:24]3)=[CH:20][N:19]=[C:18]2[CH3:29])C=CC=1.[C:35]([OH:44])(=O)[C:36]1[C:37](=[CH:39][CH:40]=[CH:41][CH:42]=1)[OH:38].O.ON1[C:51]2[CH:52]=[CH:53][CH:54]=[CH:55][C:50]=2[N:49]=N1.Cl.CN(CCCN=C=NCC)C.C(N(CC)CC)C. (3) Given the product [NH2:3][C:4]1[C:9]2=[C:10]([C:15]3[CH:16]=[CH:17][C:18]([N+:21]([O-:23])=[O:22])=[CH:19][CH:20]=3)[C:11](/[CH:13]=[CH:34]/[C:32]([O:31][CH2:30][CH3:29])=[O:33])=[CH:12][N:8]2[N:7]=[CH:6][N:5]=1, predict the reactants needed to synthesize it. The reactants are: [H-].[Li+].[NH2:3][C:4]1[C:9]2=[C:10]([C:15]3[CH:20]=[CH:19][C:18]([N+:21]([O-:23])=[O:22])=[CH:17][CH:16]=3)[C:11]([CH:13]=O)=[CH:12][N:8]2[N:7]=[CH:6][N:5]=1.C([O-])(O)=O.[Na+].[CH3:29][CH2:30][O:31][C:32]([CH3:34])=[O:33]. (4) Given the product [Cl:1][C:2]1[N:9]=[C:8]([C:10]2[CH:15]=[CH:14][C:13]([CH2:16][N:58]3[CH2:57][CH2:56][CH:55]([N:54]4[C:53]5[CH:61]=[CH:62][CH:63]=[CH:64][C:52]=5[NH:51][C:50]4=[O:49])[CH2:60][CH2:59]3)=[CH:12][CH:11]=2)[C:7]([C:17]2[CH:22]=[CH:21][CH:20]=[CH:19][CH:18]=2)=[CH:6][C:3]=1[C:4]#[N:5], predict the reactants needed to synthesize it. The reactants are: [Cl:1][C:2]1[N:9]=[C:8]([C:10]2[CH:15]=[CH:14][C:13]([CH3:16])=[CH:12][CH:11]=2)[C:7]([C:17]2[CH:22]=[CH:21][CH:20]=[CH:19][CH:18]=2)=[CH:6][C:3]=1[C:4]#[N:5].C1C(=O)N(Br)C(=O)C1.C(OOC(=O)C1C=CC=CC=1)(=O)C1C=CC=CC=1.[O:49]=[C:50]1[N:54]([CH:55]2[CH2:60][CH2:59][NH:58][CH2:57][CH2:56]2)[C:53]2[CH:61]=[CH:62][CH:63]=[CH:64][C:52]=2[NH:51]1.C(N(C(C)C)CC)(C)C. (5) Given the product [Br:22][C:17]1[CH:16]=[C:15]2[C:20]([CH:21]=[C:12]([NH:11][C:9](=[O:10])[O:8][CH2:1][C:2]3[CH:3]=[CH:4][CH:5]=[CH:6][CH:7]=3)[C:13]([C:23]([NH:26][C:27]3[CH:28]=[N:29][CH:30]=[CH:31][C:32]=3[N:33]3[CH2:38][C@H:37]([C:39]([F:41])([F:40])[F:42])[CH2:36][C@H:35]([NH:43][C:44]([O:45][C:46]([CH3:47])([CH3:49])[CH3:48])=[O:50])[CH2:34]3)=[O:24])=[N:14]2)=[CH:19][CH:18]=1, predict the reactants needed to synthesize it. The reactants are: [CH2:1]([O:8][C:9]([NH:11][C:12]1[C:13]([C:23](O)=[O:24])=[N:14][C:15]2[C:20]([CH:21]=1)=[CH:19][CH:18]=[C:17]([Br:22])[CH:16]=2)=[O:10])[C:2]1[CH:7]=[CH:6][CH:5]=[CH:4][CH:3]=1.[NH2:26][C:27]1[CH:28]=[N:29][CH:30]=[CH:31][C:32]=1[N:33]1[CH2:38][C@H:37]([C:39]([F:42])([F:41])[F:40])[CH2:36][C@H:35]([NH:43][C:44](=[O:50])[O:45][C:46]([CH3:49])([CH3:48])[CH3:47])[CH2:34]1.CN(C(ON1N=NC2C=CC=NC1=2)=[N+](C)C)C.F[P-](F)(F)(F)(F)F.CCN(C(C)C)C(C)C. (6) The reactants are: Cl[C:2]1[N:7]=[C:6]([O:8][CH3:9])[N:5]=[C:4]([NH:10][C:11]2[CH:16]=[CH:15][C:14]([N:17]3[CH:21]=[C:20]([CH3:22])[N:19]=[CH:18]3)=[C:13]([O:23][CH3:24])[CH:12]=2)[N:3]=1.[CH3:25][O:26][CH2:27][CH2:28][NH:29][CH3:30]. Given the product [CH3:9][O:8][C:6]1[N:7]=[C:2]([N:29]([CH2:28][CH2:27][O:26][CH3:25])[CH3:30])[N:3]=[C:4]([NH:10][C:11]2[CH:16]=[CH:15][C:14]([N:17]3[CH:21]=[C:20]([CH3:22])[N:19]=[CH:18]3)=[C:13]([O:23][CH3:24])[CH:12]=2)[N:5]=1, predict the reactants needed to synthesize it. (7) Given the product [CH2:39]([O:38][C:34]([C:8]1[C:7]([O:10][CH3:11])=[CH:6][C:5]([C:12](=[O:14])[CH2:13][O:43][CH3:42])=[CH:4][C:3]=1[O:2][CH3:1])=[O:37])[CH3:40], predict the reactants needed to synthesize it. The reactants are: [CH3:1][O:2][C:3]1[CH:4]=[C:5]([C:12](=[O:14])[CH3:13])[CH:6]=[C:7]([O:10][CH3:11])[C:8]=1O.C1(P(C2C=CC=CC=2)C2C=CC=CC=2)C=CC=CC=1.[C:34]([O:38][CH2:39][CH3:40])(=[O:37])CO.C[CH2:42][O:43]C(/N=N/C(OCC)=O)=O.